From a dataset of Full USPTO retrosynthesis dataset with 1.9M reactions from patents (1976-2016). Predict the reactants needed to synthesize the given product. Given the product [CH3:18][O:16][C:15](=[O:17])[CH2:14][C:8]1([C:5]2[CH:6]=[CH:7][C:2]([Cl:1])=[CH:3][CH:4]=2)[CH2:9][CH2:10][O:11][CH2:12][CH2:13]1, predict the reactants needed to synthesize it. The reactants are: [Cl:1][C:2]1[CH:7]=[CH:6][C:5]([C:8]2([CH2:14][C:15]([OH:17])=[O:16])[CH2:13][CH2:12][O:11][CH2:10][CH2:9]2)=[CH:4][CH:3]=1.[CH3:18]O.